From a dataset of Catalyst prediction with 721,799 reactions and 888 catalyst types from USPTO. Predict which catalyst facilitates the given reaction. (1) Reactant: [CH3:1][C:2]1([CH3:27])[CH2:7][CH2:6][CH:5]([C:8]2[CH:13]=[C:12]([N:14]3[CH2:18][CH2:17][C@@H:16]([O:19][CH3:20])[CH2:15]3)[CH:11]=[CH:10][C:9]=2[N:21]2[CH2:26][CH2:25][NH:24][CH2:23][CH2:22]2)[CH2:4][CH2:3]1.[CH:28](=O)[CH2:29][CH2:30][CH3:31].C(O[BH-](OC(=O)C)OC(=O)C)(=O)C.[Na+].C(O)(=O)C.C(=O)([O-])O.[Na+]. Product: [CH2:28]([N:24]1[CH2:23][CH2:22][N:21]([C:9]2[CH:10]=[CH:11][C:12]([N:14]3[CH2:18][CH2:17][C@@H:16]([O:19][CH3:20])[CH2:15]3)=[CH:13][C:8]=2[CH:5]2[CH2:4][CH2:3][C:2]([CH3:27])([CH3:1])[CH2:7][CH2:6]2)[CH2:26][CH2:25]1)[CH2:29][CH2:30][CH3:31]. The catalyst class is: 362. (2) Reactant: [C:1]([O-:8])(=[O:7])/[CH:2]=[CH:3]\[C:4]([O-:6])=[O:5].[OH-].[Na+].[C:11]([OH:15])(=[O:14])[CH:12]=[CH2:13].OO. Product: [C:4]([O-:6])(=[O:5])[CH:3]=[CH2:2].[C:11]([OH:15])(=[O:14])[CH:12]=[CH2:13].[C:1]([OH:8])(=[O:7])/[CH:2]=[CH:3]\[C:4]([OH:6])=[O:5]. The catalyst class is: 6. (3) Reactant: [NH2:1][C:2]1[N:10]=[C:9]2[C:5]([N:6]=[CH:7][N:8]2[CH2:11][CH2:12][CH2:13][N:14]=[N+]=[N-])=[C:4]([O:17][CH2:18][C:19]2[CH:32]=[CH:31][C:22]([CH2:23][NH:24][C:25](=[O:30])[C:26]([F:29])([F:28])[F:27])=[CH:21][CH:20]=2)[N:3]=1.CP(C)C. Product: [NH2:1][C:2]1[N:10]=[C:9]2[C:5]([N:6]=[CH:7][N:8]2[CH2:11][CH2:12][CH2:13][NH2:14])=[C:4]([O:17][CH2:18][C:19]2[CH:20]=[CH:21][C:22]([CH2:23][NH:24][C:25](=[O:30])[C:26]([F:27])([F:29])[F:28])=[CH:31][CH:32]=2)[N:3]=1. The catalyst class is: 38.